This data is from Full USPTO retrosynthesis dataset with 1.9M reactions from patents (1976-2016). The task is: Predict the reactants needed to synthesize the given product. (1) Given the product [Br:1][C:2]1[C:3]([CH3:9])=[C:4]([NH:8][C:19](=[O:21])[CH3:20])[CH:5]=[CH:6][CH:7]=1, predict the reactants needed to synthesize it. The reactants are: [Br:1][C:2]1[C:3]([CH3:9])=[C:4]([NH2:8])[CH:5]=[CH:6][CH:7]=1.CCN(C(C)C)C(C)C.[C:19](Cl)(=[O:21])[CH3:20]. (2) Given the product [F:35][C:2]([F:1])([F:34])[C:3]1[CH:4]=[C:5]([CH:27]=[C:28]([C:30]([F:33])([F:32])[F:31])[CH:29]=1)[C:6]([N:8]1[CH2:9][CH2:10][C:11]2([N:15]([C:16]3[CH:21]=[CH:20][CH:19]=[CH:18][C:17]=3[CH3:22])[CH:14]([CH3:23])[N:13]([CH2:37][CH2:38][O:39][CH3:40])[C:12]2=[O:24])[CH2:25][CH2:26]1)=[O:7], predict the reactants needed to synthesize it. The reactants are: [F:1][C:2]([F:35])([F:34])[C:3]1[CH:4]=[C:5]([CH:27]=[C:28]([C:30]([F:33])([F:32])[F:31])[CH:29]=1)[C:6]([N:8]1[CH2:26][CH2:25][C:11]2([N:15]([C:16]3[CH:21]=[CH:20][CH:19]=[CH:18][C:17]=3[CH3:22])[CH:14]([CH3:23])[NH:13][C:12]2=[O:24])[CH2:10][CH2:9]1)=[O:7].Cl[CH2:37][CH2:38][O:39][CH3:40]. (3) Given the product [F:14][C:4]1[CH:3]=[C:2]([B:15]2[O:19][C:18]([CH3:21])([CH3:20])[C:17]([CH3:23])([CH3:22])[O:16]2)[CH:7]=[CH:6][C:5]=1[CH2:8][N:9]1[CH2:12][CH:11]([OH:13])[CH2:10]1, predict the reactants needed to synthesize it. The reactants are: Br[C:2]1[CH:7]=[CH:6][C:5]([CH2:8][N:9]2[CH2:12][CH:11]([OH:13])[CH2:10]2)=[C:4]([F:14])[CH:3]=1.[B:15]1([B:15]2[O:19][C:18]([CH3:21])([CH3:20])[C:17]([CH3:23])([CH3:22])[O:16]2)[O:19][C:18]([CH3:21])([CH3:20])[C:17]([CH3:23])([CH3:22])[O:16]1.C([O-])(=O)C.[K+].